From a dataset of Forward reaction prediction with 1.9M reactions from USPTO patents (1976-2016). Predict the product of the given reaction. (1) Given the reactants [Cl-].[O:2]=[C:3]1[C:7]2[CH:8]=[CH:9][C:10]([CH2:12][CH2:13][CH:14]3[CH2:19][CH2:18][NH2+:17][CH2:16][CH2:15]3)=[CH:11][C:6]=2[CH2:5][O:4]1.[Cl:20][C:21]1[C:26]([F:27])=[C:25]([C:28]#[N:29])[CH:24]=[CH:23][C:22]=1[CH2:30][C:31](O)=[O:32], predict the reaction product. The product is: [Cl:20][C:21]1[C:26]([F:27])=[C:25]([CH:24]=[CH:23][C:22]=1[CH2:30][C:31](=[O:32])[N:17]1[CH2:16][CH2:15][CH:14]([CH2:13][CH2:12][C:10]2[CH:9]=[CH:8][C:7]3[C:3](=[O:2])[O:4][CH2:5][C:6]=3[CH:11]=2)[CH2:19][CH2:18]1)[C:28]#[N:29]. (2) Given the reactants [NH:1]1[CH2:6][CH2:5][CH:4]([O:7][CH:8]2[CH2:13][CH2:12][N:11]([C:14]([O:16][C:17]([CH3:20])([CH3:19])[CH3:18])=[O:15])[CH2:10][CH2:9]2)[CH2:3][CH2:2]1.C(N(CC)CC)C.[CH:28]1(C([CH:28]2[CH2:31][CH2:30][CH2:29]2)=O)[CH2:31][CH2:30][CH2:29]1.C(O[BH-](OC(=O)C)OC(=O)C)(=O)C.[Na+], predict the reaction product. The product is: [CH:28]1([N:1]2[CH2:2][CH2:3][CH:4]([O:7][CH:8]3[CH2:9][CH2:10][N:11]([C:14]([O:16][C:17]([CH3:20])([CH3:19])[CH3:18])=[O:15])[CH2:12][CH2:13]3)[CH2:5][CH2:6]2)[CH2:31][CH2:30][CH2:29]1. (3) Given the reactants [CH2:1]([N:8]1[C:12]([C:13]2[CH:18]=[CH:17][CH:16]=[CH:15][C:14]=2[C:19]2[CH:24]=[CH:23][C:22]([CH2:25]Br)=[CH:21][CH:20]=2)=[N:11][N:10]=[N:9]1)[C:2]1[CH:7]=[CH:6][CH:5]=[CH:4][CH:3]=1.[C:27]([O:31][C:32]([NH:34][C:35]1[C:44]([N+:45]([O-:47])=[O:46])=[CH:43][CH:42]=[CH:41][C:36]=1[C:37]([O:39][CH3:40])=[O:38])=[O:33])([CH3:30])([CH3:29])[CH3:28].C(=O)([O-])[O-].[K+].[K+], predict the reaction product. The product is: [C:27]([O:31][C:32]([N:34]([C:35]1[C:44]([N+:45]([O-:47])=[O:46])=[CH:43][CH:42]=[CH:41][C:36]=1[C:37]([O:39][CH3:40])=[O:38])[CH2:25][C:22]1[CH:23]=[CH:24][C:19]([C:14]2[CH:15]=[CH:16][CH:17]=[CH:18][C:13]=2[C:12]2[N:8]([CH2:1][C:2]3[CH:7]=[CH:6][CH:5]=[CH:4][CH:3]=3)[N:9]=[N:10][N:11]=2)=[CH:20][CH:21]=1)=[O:33])([CH3:30])([CH3:28])[CH3:29]. (4) Given the reactants [CH:1]1([NH:4][C:5](=[O:36])[C:6]2[CH:11]=[CH:10][C:9]([CH3:12])=[C:8]([C:13]3[C:14]4[CH:26]=[CH:25][C:24](=[O:27])[N:23]([C:28]5[C:33]([F:34])=[CH:32][CH:31]=[CH:30][C:29]=5[F:35])[C:15]=4[N:16]=[C:17](S(C)(=O)=O)[N:18]=3)[CH:7]=2)[CH2:3][CH2:2]1.[NH:37]1[CH2:42][CH2:41][CH:40]([NH2:43])[CH2:39][CH2:38]1, predict the reaction product. The product is: [NH2:43][CH:40]1[CH2:41][CH2:42][N:37]([C:17]2[N:18]=[C:13]([C:8]3[CH:7]=[C:6]([CH:11]=[CH:10][C:9]=3[CH3:12])[C:5]([NH:4][CH:1]3[CH2:3][CH2:2]3)=[O:36])[C:14]3[CH:26]=[CH:25][C:24](=[O:27])[N:23]([C:28]4[C:33]([F:34])=[CH:32][CH:31]=[CH:30][C:29]=4[F:35])[C:15]=3[N:16]=2)[CH2:38][CH2:39]1. (5) The product is: [F:28][C:27]1[C:22]([CH:18]2[CH2:17][CH2:16][C:15]3[C:20](=[CH:21][C:12]([N:9]4[CH2:10][C:11]5[CH:2]=[N:3][CH:4]=[CH:5][C:6]=5[NH:7][C:8]4=[O:30])=[C:13]([CH3:29])[CH:14]=3)[O:19]2)=[N:23][CH:24]=[CH:25][CH:26]=1. Given the reactants Cl[C:2]1[C:11]2[CH2:10][N:9]([C:12]3[CH:21]=[C:20]4[C:15]([CH2:16][CH2:17][CH:18]([C:22]5[C:27]([F:28])=[CH:26][CH:25]=[CH:24][N:23]=5)[O:19]4)=[CH:14][C:13]=3[CH3:29])[C:8](=[O:30])[NH:7][C:6]=2[CH:5]=[CH:4][N:3]=1.C(B(O)O)C.C1(P(C2CCCCC2)C2CCCCC2)CCCCC1.P([O-])([O-])([O-])=O.[K+].[K+].[K+], predict the reaction product. (6) The product is: [OH:11][N:10]=[C:2]([C:3](=[O:4])[CH3:5])[C:1]([O:7][CH2:8][CH3:9])=[O:6]. Given the reactants [C:1]([O:7][CH2:8][CH3:9])(=[O:6])[CH2:2][C:3]([CH3:5])=[O:4].[N:10]([O-])=[O:11].[Na+], predict the reaction product. (7) Given the reactants [Cl:1][C:2]1[C:7]([C:8]([F:11])([F:10])[F:9])=[CH:6][CH:5]=[CH:4][C:3]=1[C:12]([N:14]1[CH:19]=[CH:18][C:17]2[N:20]([C:23]3[CH:28]=[C:27]([CH3:29])[CH:26]=[CH:25][N:24]=3)[N:21]=[N:22][C:16]=2[CH:15]1[CH3:30])=[O:13].ClC1C(C(F)(F)F)=CC=CC=1C(N1C=CC2N(C3C(C)=CC(C)=CN=3)N=NC=2C1C)=O.C1COCC1, predict the reaction product. The product is: [Cl:1][C:2]1[C:7]([C:8]([F:10])([F:9])[F:11])=[CH:6][CH:5]=[CH:4][C:3]=1[C:12]([N:14]1[CH2:19][CH2:18][C:17]2[N:20]([C:23]3[CH:28]=[C:27]([CH3:29])[CH:26]=[CH:25][N:24]=3)[N:21]=[N:22][C:16]=2[CH:15]1[CH3:30])=[O:13]. (8) The product is: [CH2:16]([C:15]1([CH2:18][CH2:19][OH:20])[C:10]2[NH:9][C:8]3[C:7]([C:11]=2[CH2:12][CH2:13][O:14]1)=[CH:6][CH:5]=[CH:4][C:3]=3[CH2:2][CH3:1])[CH3:17]. Given the reactants [CH3:1][CH2:2][C:3]1[CH:4]=[CH:5][CH:6]=[C:7]2[C:11]3[CH2:12][CH2:13][O:14][C:15]([CH2:18][C:19](O)=[O:20])([CH2:16][CH3:17])[C:10]=3[NH:9][C:8]=12.[H-].[H-].[H-].[H-].[Li+].[Al+3], predict the reaction product. (9) Given the reactants [N:1]1[N:5]2[CH:6]=[CH:7][CH:8]=[CH:9][C:4]2=[C:3]([C:10](OCC)=[O:11])[CH:2]=1.[H-].[Al+3].[Li+].[H-].[H-].[H-], predict the reaction product. The product is: [N:1]1[N:5]2[CH:6]=[CH:7][CH:8]=[CH:9][C:4]2=[C:3]([CH2:10][OH:11])[CH:2]=1.